From a dataset of NCI-60 drug combinations with 297,098 pairs across 59 cell lines. Regression. Given two drug SMILES strings and cell line genomic features, predict the synergy score measuring deviation from expected non-interaction effect. (1) Drug 1: CC(C)CN1C=NC2=C1C3=CC=CC=C3N=C2N. Drug 2: B(C(CC(C)C)NC(=O)C(CC1=CC=CC=C1)NC(=O)C2=NC=CN=C2)(O)O. Cell line: 786-0. Synergy scores: CSS=30.9, Synergy_ZIP=1.99, Synergy_Bliss=1.28, Synergy_Loewe=-1.06, Synergy_HSA=-0.317. (2) Drug 1: CC1C(C(CC(O1)OC2CC(CC3=C2C(=C4C(=C3O)C(=O)C5=C(C4=O)C(=CC=C5)OC)O)(C(=O)C)O)N)O.Cl. Drug 2: CC1CCCC2(C(O2)CC(NC(=O)CC(C(C(=O)C(C1O)C)(C)C)O)C(=CC3=CSC(=N3)C)C)C. Cell line: BT-549. Synergy scores: CSS=9.54, Synergy_ZIP=-2.92, Synergy_Bliss=2.31, Synergy_Loewe=-0.390, Synergy_HSA=1.59. (3) Drug 1: CC(C)(C#N)C1=CC(=CC(=C1)CN2C=NC=N2)C(C)(C)C#N. Drug 2: C(CCl)NC(=O)N(CCCl)N=O. Cell line: OVCAR-5. Synergy scores: CSS=-4.07, Synergy_ZIP=4.11, Synergy_Bliss=3.73, Synergy_Loewe=-2.85, Synergy_HSA=-2.40. (4) Drug 1: CC1C(C(CC(O1)OC2CC(CC3=C2C(=C4C(=C3O)C(=O)C5=C(C4=O)C(=CC=C5)OC)O)(C(=O)CO)O)N)O.Cl. Drug 2: CC(CN1CC(=O)NC(=O)C1)N2CC(=O)NC(=O)C2. Cell line: MALME-3M. Synergy scores: CSS=3.93, Synergy_ZIP=4.24, Synergy_Bliss=-1.08, Synergy_Loewe=2.73, Synergy_HSA=0.125. (5) Drug 1: C1CCC(CC1)NC(=O)N(CCCl)N=O. Drug 2: CC1C(C(=O)NC(C(=O)N2CCCC2C(=O)N(CC(=O)N(C(C(=O)O1)C(C)C)C)C)C(C)C)NC(=O)C3=C4C(=C(C=C3)C)OC5=C(C(=O)C(=C(C5=N4)C(=O)NC6C(OC(=O)C(N(C(=O)CN(C(=O)C7CCCN7C(=O)C(NC6=O)C(C)C)C)C)C(C)C)C)N)C. Cell line: SK-OV-3. Synergy scores: CSS=7.20, Synergy_ZIP=2.41, Synergy_Bliss=6.26, Synergy_Loewe=5.17, Synergy_HSA=5.10.